This data is from Full USPTO retrosynthesis dataset with 1.9M reactions from patents (1976-2016). The task is: Predict the reactants needed to synthesize the given product. (1) Given the product [Cl:21][C:22]1[C:31]([B:33]([OH:36])[OH:34])=[CH:30][C:29]2[C:24](=[CH:25][CH:26]=[CH:27][C:28]=2[Cl:32])[N:23]=1, predict the reactants needed to synthesize it. The reactants are: C(NC(C)C)(C)C.[Li]CCCC.[Li+].CC([N-]C(C)C)C.[Cl:21][C:22]1[CH:31]=[CH:30][C:29]2[C:24](=[CH:25][CH:26]=[CH:27][C:28]=2[Cl:32])[N:23]=1.[B:33](OC)([O:36]C)[O:34]C. (2) Given the product [C:22]([O:21][C:19]([N:10]1[CH2:9][CH2:8][CH:7]([C:1]2[CH:6]=[CH:5][CH:4]=[CH:3][CH:2]=2)[CH2:11]1)=[O:20])([CH3:25])([CH3:24])[CH3:23], predict the reactants needed to synthesize it. The reactants are: [C:1]1([CH:7]2[CH2:11][NH:10][C:9](=O)[CH2:8]2)[CH:6]=[CH:5][CH:4]=[CH:3][CH:2]=1.[H-].[Al+3].[Li+].[H-].[H-].[H-].[C:19](O[C:19]([O:21][C:22]([CH3:25])([CH3:24])[CH3:23])=[O:20])([O:21][C:22]([CH3:25])([CH3:24])[CH3:23])=[O:20].C(O)(=O)CC(CC(O)=O)(C(O)=O)O.S([O-])(O)(=O)=O.[K+].